Dataset: Full USPTO retrosynthesis dataset with 1.9M reactions from patents (1976-2016). Task: Predict the reactants needed to synthesize the given product. (1) Given the product [S:8]1[CH:9]=[CH:10][C:6]2[CH:5]=[CH:4][CH:3]=[C:2]([C:16]3[CH:15]=[CH:14][N:13]=[C:12]([Cl:11])[CH:17]=3)[C:7]1=2, predict the reactants needed to synthesize it. The reactants are: Br[C:2]1[C:7]2[S:8][CH:9]=[CH:10][C:6]=2[CH:5]=[CH:4][CH:3]=1.[Cl:11][C:12]1[CH:17]=[C:16](B2OC(C)(C)C(C)(C)O2)[CH:15]=[CH:14][N:13]=1.ClCCl.C(=O)([O-])[O-].[Na+].[Na+]. (2) Given the product [Cl:1][C:2]1[CH:10]=[CH:9][C:5]([C@@H:6]2[O:8][CH2:7]2)=[CH:4][CH:3]=1, predict the reactants needed to synthesize it. The reactants are: [Cl:1][C:2]1[CH:10]=[CH:9][C:5]([CH:6]2[O:8][CH2:7]2)=[CH:4][CH:3]=1.N([O-])=O.[Na+].